Dataset: Catalyst prediction with 721,799 reactions and 888 catalyst types from USPTO. Task: Predict which catalyst facilitates the given reaction. (1) Reactant: [Br:1][C:2]1[N:7]=[CH:6][C:5]([NH2:8])=[CH:4][CH:3]=1.C(O[CH:12]=[C:13]([C:19]([O:21][CH2:22][CH3:23])=[O:20])[C:14]([O:16][CH2:17][CH3:18])=[O:15])C. Product: [Br:1][C:2]1[N:7]=[CH:6][C:5]([NH:8][CH:12]=[C:13]([C:14]([O:16][CH2:17][CH3:18])=[O:15])[C:19]([O:21][CH2:22][CH3:23])=[O:20])=[CH:4][CH:3]=1. The catalyst class is: 8. (2) Reactant: [Cl:1][C:2]1[CH:3]=[CH:4][C:5]([N:8]2[CH:12]=[C:11]([CH2:13][CH2:14][CH2:15][O:16][C:17]3[C:22]([O:23][CH3:24])=[CH:21][CH:20]=[CH:19][C:18]=3[CH2:25][C:26]([O:28]C)=[O:27])[C:10]([CH:30]([CH3:32])[CH3:31])=[N:9]2)=[N:6][CH:7]=1.[OH-].[Na+].O1CCCC1.Cl. Product: [Cl:1][C:2]1[CH:3]=[CH:4][C:5]([N:8]2[CH:12]=[C:11]([CH2:13][CH2:14][CH2:15][O:16][C:17]3[C:22]([O:23][CH3:24])=[CH:21][CH:20]=[CH:19][C:18]=3[CH2:25][C:26]([OH:28])=[O:27])[C:10]([CH:30]([CH3:32])[CH3:31])=[N:9]2)=[N:6][CH:7]=1. The catalyst class is: 8. (3) Reactant: [H-].[Na+].[F:3][C:4]1([F:8])[CH2:7][NH:6][CH2:5]1.Cl[C:10]1[C:15]([I:16])=[CH:14][N:13]=[CH:12][N:11]=1.CN(C=O)C. Product: [F:3][C:4]1([F:8])[CH2:7][N:6]([C:10]2[C:15]([I:16])=[CH:14][N:13]=[CH:12][N:11]=2)[CH2:5]1. The catalyst class is: 387. (4) Reactant: CN[C:3]1[CH:8]=[CH:7][C:6]([NH:9][C:10](=[O:22])[CH2:11][C:12]([O:14]CC2C=CC=CC=2)=[O:13])=[CH:5][CH:4]=1.[H][H].C[CH2:26][O:27]C(C)=O.CO. Product: [CH3:26][O:27][C:3]1[CH:4]=[CH:5][C:6]([NH:9][C:10](=[O:22])[CH2:11][C:12]([OH:14])=[O:13])=[CH:7][CH:8]=1. The catalyst class is: 45. (5) The catalyst class is: 2. Reactant: [CH2:1]([N:8]([CH2:15][C:16]1[CH:21]=[CH:20][CH:19]=[CH:18][CH:17]=1)[CH2:9][CH2:10][C:11]([CH3:14])(O)[CH3:12])[C:2]1[CH:7]=[CH:6][CH:5]=[CH:4][CH:3]=1.C(N(S(F)(F)[F:28])CC)C.C([O-])(O)=O.[Na+]. Product: [CH2:1]([N:8]([CH2:15][C:16]1[CH:21]=[CH:20][CH:19]=[CH:18][CH:17]=1)[CH2:9][CH2:10][C:11]([F:28])([CH3:14])[CH3:12])[C:2]1[CH:7]=[CH:6][CH:5]=[CH:4][CH:3]=1. (6) Reactant: C(Cl)(=O)C(Cl)=O.CS(C)=O.[CH3:11][CH:12]([CH3:22])[CH2:13][CH:14]([C:16]1[CH:21]=[N:20][CH:19]=[CH:18][N:17]=1)[OH:15].C(N(CC)CC)C. Product: [CH3:11][CH:12]([CH3:22])[CH2:13][C:14]([C:16]1[CH:21]=[N:20][CH:19]=[CH:18][N:17]=1)=[O:15]. The catalyst class is: 46. (7) Reactant: CN(C)C=O.[NH2:6][C:7]1[C:14]([OH:15])=[CH:13][C:12]([CH2:16][CH:17]([CH3:19])[CH3:18])=[CH:11][C:8]=1[C:9]#[N:10].C(=O)([O-])[O-].[K+].[K+].[CH2:26](Br)[C:27]1[CH:32]=[CH:31][CH:30]=[CH:29][CH:28]=1. Product: [NH2:6][C:7]1[C:14]([O:15][CH2:26][C:27]2[CH:32]=[CH:31][CH:30]=[CH:29][CH:28]=2)=[CH:13][C:12]([CH2:16][CH:17]([CH3:19])[CH3:18])=[CH:11][C:8]=1[C:9]#[N:10]. The catalyst class is: 13.